Dataset: Full USPTO retrosynthesis dataset with 1.9M reactions from patents (1976-2016). Task: Predict the reactants needed to synthesize the given product. (1) Given the product [NH:3]([C:10]1[CH:15]=[C:14]([O:16][C:17]2[C:18]([C:24]([O-:26])=[O:25])=[N:19][C:20]([CH3:23])=[CH:21][CH:22]=2)[CH:13]=[CH:12][N:11]=1)[C:4]1[CH:5]=[CH:6][CH:7]=[CH:8][CH:9]=1.[Na+:2], predict the reactants needed to synthesize it. The reactants are: [OH-].[Na+:2].[NH:3]([C:10]1[CH:15]=[C:14]([O:16][C:17]2[C:18]([C:24]([O:26]C)=[O:25])=[N:19][C:20]([CH3:23])=[CH:21][CH:22]=2)[CH:13]=[CH:12][N:11]=1)[C:4]1[CH:9]=[CH:8][CH:7]=[CH:6][CH:5]=1. (2) Given the product [CH:29]1([C:26]([C:16]2[CH:17]=[C:18]([CH3:25])[C:19]([C:21]([F:24])([F:23])[F:22])=[CH:20][C:15]=2[CH2:14][N:7]([CH2:6][C:5]2[CH:35]=[C:36]([C:38]([F:39])([F:40])[F:41])[CH:37]=[C:3]([C:2]([F:1])([F:42])[F:43])[CH:4]=2)[C:8]2[N:9]=[N:10][N:11]([CH3:13])[N:12]=2)([O:28][CH3:46])[CH3:27])[CH2:34][CH2:33][CH2:32][CH2:31][CH2:30]1, predict the reactants needed to synthesize it. The reactants are: [F:1][C:2]([F:43])([F:42])[C:3]1[CH:4]=[C:5]([CH:35]=[C:36]([C:38]([F:41])([F:40])[F:39])[CH:37]=1)[CH2:6][N:7]([CH2:14][C:15]1[CH:20]=[C:19]([C:21]([F:24])([F:23])[F:22])[C:18]([CH3:25])=[CH:17][C:16]=1[C:26]([CH:29]1[CH2:34][CH2:33][CH2:32][CH2:31][CH2:30]1)([OH:28])[CH3:27])[C:8]1[N:9]=[N:10][N:11]([CH3:13])[N:12]=1.[H-].[Na+].[CH3:46]I.O. (3) Given the product [C:1]([C:5]1[N:10]=[C:9]([O:11][CH2:12][CH3:13])[C:8]([C:14]2[N:15]([C:35]([N:42]3[CH2:43][CH2:44][CH2:45][CH:40]([CH2:39][OH:38])[CH2:41]3)=[O:36])[C:16]([C:28]3[CH:29]=[CH:30][C:31]([Cl:34])=[CH:32][CH:33]=3)([CH3:27])[C:17]([C:20]3[CH:25]=[CH:24][C:23]([Cl:26])=[CH:22][CH:21]=3)([CH3:19])[N:18]=2)=[CH:7][N:6]=1)([CH3:2])([CH3:3])[CH3:4], predict the reactants needed to synthesize it. The reactants are: [C:1]([C:5]1[N:10]=[C:9]([O:11][CH2:12][CH3:13])[C:8]([C:14]2[N:15]([C:35](Cl)=[O:36])[C:16]([C:28]3[CH:33]=[CH:32][C:31]([Cl:34])=[CH:30][CH:29]=3)([CH3:27])[C:17]([C:20]3[CH:25]=[CH:24][C:23]([Cl:26])=[CH:22][CH:21]=3)([CH3:19])[N:18]=2)=[CH:7][N:6]=1)([CH3:4])([CH3:3])[CH3:2].[OH:38][CH2:39][CH:40]1[CH2:45][CH2:44][CH2:43][NH:42][CH2:41]1.